From a dataset of Forward reaction prediction with 1.9M reactions from USPTO patents (1976-2016). Predict the product of the given reaction. (1) Given the reactants CCOC(/N=N/C(OCC)=O)=O.O[CH2:14][CH2:15][C:16]1[C:21]([C:22]([NH:24][CH2:25][C:26]2[CH:31]=[CH:30][C:29]([O:32][CH3:33])=[CH:28][CH:27]=2)=[O:23])=[CH:20][N:19]=[CH:18][CH:17]=1.C1C=CC(P(C2C=CC=CC=2)C2C=CC=CC=2)=CC=1.CO, predict the reaction product. The product is: [CH3:33][O:32][C:29]1[CH:30]=[CH:31][C:26]([CH2:25][N:24]2[CH2:14][CH2:15][C:16]3[C:21](=[CH:20][N:19]=[CH:18][CH:17]=3)[C:22]2=[O:23])=[CH:27][CH:28]=1. (2) Given the reactants [CH3:13][C:12]([O:11][C:9](O[C:9]([O:11][C:12]([CH3:15])([CH3:14])[CH3:13])=[O:10])=[O:10])([CH3:15])[CH3:14].[ClH:16].[CH3:17][C@@:18]1([C:23]([OH:25])=[O:24])[CH2:22][CH2:21][CH2:20][NH:19]1.CC#N.O, predict the reaction product. The product is: [ClH:16].[C:12]([O:11][C:9]([N:19]1[CH2:20][CH2:21][CH2:22][C@@:18]1([CH3:17])[C:23]([OH:25])=[O:24])=[O:10])([CH3:13])([CH3:14])[CH3:15]. (3) Given the reactants ClC(OC(Cl)C)=O.C([N:15]1[CH2:19][CH2:18][C@:17]([C:30]2[CH:35]=[CH:34][C:33]([Br:36])=[C:32]([F:37])[CH:31]=2)([S:20]([C:23]2[CH:28]=[CH:27][C:26]([F:29])=[CH:25][CH:24]=2)(=[O:22])=[O:21])[CH2:16]1)C1C=CC=CC=1, predict the reaction product. The product is: [Br:36][C:33]1[CH:34]=[CH:35][C:30]([C@:17]2([S:20]([C:23]3[CH:28]=[CH:27][C:26]([F:29])=[CH:25][CH:24]=3)(=[O:21])=[O:22])[CH2:18][CH2:19][NH:15][CH2:16]2)=[CH:31][C:32]=1[F:37]. (4) Given the reactants [CH3:1][C:2]1[CH:7]=[CH:6][C:5]([S:8]([N:11]([CH2:23][CH:24]=[C:25]([CH3:27])[CH3:26])[CH2:12][CH2:13][C:14]2[CH:19]=[CH:18][C:17]([N+:20]([O-])=O)=[CH:16][CH:15]=2)(=[O:10])=[O:9])=[CH:4][CH:3]=1, predict the reaction product. The product is: [NH2:20][C:17]1[CH:18]=[CH:19][C:14]([CH2:13][CH2:12][N:11]([CH2:23][CH2:24][CH:25]([CH3:27])[CH3:26])[S:8]([C:5]2[CH:6]=[CH:7][C:2]([CH3:1])=[CH:3][CH:4]=2)(=[O:10])=[O:9])=[CH:15][CH:16]=1. (5) Given the reactants II.Br[C:4]1[CH:9]=[CH:8][C:7]([Cl:10])=[CH:6][C:5]=1[C:11]([F:14])([F:13])[F:12].[CH:15](=[O:19])[CH:16]([CH3:18])[CH3:17].Cl, predict the reaction product. The product is: [Cl:10][C:7]1[CH:8]=[CH:9][C:4]([CH:15]([OH:19])[CH:16]([CH3:18])[CH3:17])=[C:5]([C:11]([F:14])([F:13])[F:12])[CH:6]=1.